Dataset: Forward reaction prediction with 1.9M reactions from USPTO patents (1976-2016). Task: Predict the product of the given reaction. (1) The product is: [Cl:1][C:2]1[C:7]([S:8]([CH3:11])(=[O:10])=[O:9])=[CH:6][CH:5]=[CH:4][C:3]=1[C:12]1[CH2:13][CH2:14][N:15]([CH2:19][CH3:20])[CH2:16][CH:17]=1. Given the reactants [Cl:1][C:2]1[C:7]([S:8]([CH3:11])(=[O:10])=[O:9])=[CH:6][CH:5]=[CH:4][C:3]=1[C:12]1[CH:17]=[CH:16][N:15]=[CH:14][CH:13]=1.I[CH2:19][CH3:20].[BH4-].[Na+], predict the reaction product. (2) Given the reactants C1C=C(Cl)C=C(C(OO)=[O:9])C=1.[CH2:12]([O:14][CH2:15][C:16]1[N:17]([CH2:40][CH2:41][CH3:42])[C:18]2[C:27]3[CH:26]=[C:25]([O:28][CH2:29][CH2:30][NH:31][C:32](=[O:38])[O:33][C:34]([CH3:37])([CH3:36])[CH3:35])[CH:24]=[CH:23][C:22]=3[N:21]=[CH:20][C:19]=2[N:39]=1)[CH3:13].C(=O)([O-])[O-].[Na+].[Na+], predict the reaction product. The product is: [CH2:12]([O:14][CH2:15][C:16]1[N:17]([CH2:40][CH2:41][CH3:42])[C:18]2[C:27]3[CH:26]=[C:25]([O:28][CH2:29][CH2:30][NH:31][C:32](=[O:38])[O:33][C:34]([CH3:36])([CH3:35])[CH3:37])[CH:24]=[CH:23][C:22]=3[N+:21]([O-:9])=[CH:20][C:19]=2[N:39]=1)[CH3:13].